From a dataset of Full USPTO retrosynthesis dataset with 1.9M reactions from patents (1976-2016). Predict the reactants needed to synthesize the given product. (1) Given the product [CH:18]([O:17][CH:16]([CH3:6])[CH3:28])([CH3:19])[CH3:23].[C:24]([C:21]1[CH:22]=[CH:23][C:18]([O:17][CH2:16][CH:6]2[CH2:7][N:8]2[C:9]([O:11][C:12]([CH3:15])([CH3:14])[CH3:13])=[O:10])=[CH:19][CH:20]=1)#[N:25], predict the reactants needed to synthesize it. The reactants are: CS(O[CH:6]([CH2:16][O:17][C:18]1[CH:23]=[CH:22][C:21]([C:24]#[N:25])=[CH:20][CH:19]=1)[CH2:7][NH:8][C:9]([O:11][C:12]([CH3:15])([CH3:14])[CH3:13])=[O:10])(=O)=O.[OH-].[Na+].[CH2:28](Cl)Cl. (2) Given the product [CH3:42][N:43]([CH3:44])[C:9]1[C:8]([C:7]2[CH:6]=[CH:5][C:4]([N:29]3[CH2:33][C@H:32]([CH2:34][NH:35][C:36](=[O:38])[CH3:37])[O:31][C:30]3=[O:39])=[CH:3][C:2]=2[F:1])=[CH:13][N:12]=[C:11]([O:14][C@@H:15]2[CH2:20][O:19][C:18]3=[N:21][C:22]([N+:24]([O-:26])=[O:25])=[CH:23][N:17]3[CH2:16]2)[N:10]=1, predict the reactants needed to synthesize it. The reactants are: [F:1][C:2]1[CH:3]=[C:4]([N:29]2[CH2:33][C@H:32]([CH2:34][NH:35][C:36](=[O:38])[CH3:37])[O:31][C:30]2=[O:39])[CH:5]=[CH:6][C:7]=1[C:8]1[C:9](OC)=[N:10][C:11]([O:14][C@@H:15]2[CH2:20][O:19][C:18]3=[N:21][C:22]([N+:24]([O-:26])=[O:25])=[CH:23][N:17]3[CH2:16]2)=[N:12][CH:13]=1.BrC1[C:42](N(C)C)=[N:43][C:44](O[C@@H]2COC3=NC([N+]([O-])=O)=CN3C2)=NC=1.